This data is from Full USPTO retrosynthesis dataset with 1.9M reactions from patents (1976-2016). The task is: Predict the reactants needed to synthesize the given product. The reactants are: [CH2:1]([C:3]1([CH2:8][CH2:9][CH2:10][CH2:11][CH2:12][CH:13]([C:15]2[N:16](COCC[Si](C)(C)C)[CH:17]=[C:18]([C:20]3[CH:29]=[CH:28][C:27]4[C:22](=[CH:23][CH:24]=[CH:25][CH:26]=4)[CH:21]=3)[N:19]=2)[OH:14])OCC[O:4]1)[CH3:2]. Given the product [OH:14][CH:13]([C:15]1[NH:19][C:18]([C:20]2[CH:29]=[CH:28][C:27]3[C:22](=[CH:23][CH:24]=[CH:25][CH:26]=3)[CH:21]=2)=[CH:17][N:16]=1)[CH2:12][CH2:11][CH2:10][CH2:9][CH2:8][C:3](=[O:4])[CH2:1][CH3:2], predict the reactants needed to synthesize it.